The task is: Predict which catalyst facilitates the given reaction.. This data is from Catalyst prediction with 721,799 reactions and 888 catalyst types from USPTO. (1) Reactant: [Br:1][C:2]1[N:3]=[C:4]2[C:10]([C:11]([OH:13])=O)=[CH:9][N:8]([CH2:14][O:15][CH2:16][CH2:17][Si:18]([CH3:21])([CH3:20])[CH3:19])[C:5]2=[N:6][CH:7]=1.[C:22]([NH2:26])([CH3:25])([CH3:24])[CH3:23].CN(C(ON1N=NC2C=CC=NC1=2)=[N+](C)C)C.F[P-](F)(F)(F)(F)F. The catalyst class is: 3. Product: [C:22]([NH:26][C:11]([C:10]1[C:4]2[C:5](=[N:6][CH:7]=[C:2]([Br:1])[N:3]=2)[N:8]([CH2:14][O:15][CH2:16][CH2:17][Si:18]([CH3:21])([CH3:20])[CH3:19])[CH:9]=1)=[O:13])([CH3:25])([CH3:24])[CH3:23]. (2) Reactant: [F:1][C:2]1[CH:21]=[CH:20][C:5]([O:6][CH2:7][CH2:8][CH2:9][N:10]2[C:14]3[CH:15]=[CH:16][CH:17]=[CH:18][C:13]=3[NH:12][C:11]2=[NH:19])=[CH:4][CH:3]=1.[Cl:22][C:23]1[S:24][CH:25]=[C:26]([CH2:28]Cl)[N:27]=1.[Br-].[K+]. Product: [Cl:22][C:23]1[S:24][CH:25]=[C:26]([CH2:28][N:12]2[C:13]3[CH:18]=[CH:17][CH:16]=[CH:15][C:14]=3[N:10]([CH2:9][CH2:8][CH2:7][O:6][C:5]3[CH:4]=[CH:3][C:2]([F:1])=[CH:21][CH:20]=3)[C:11]2=[NH:19])[N:27]=1. The catalyst class is: 131.